Dataset: Catalyst prediction with 721,799 reactions and 888 catalyst types from USPTO. Task: Predict which catalyst facilitates the given reaction. Reactant: [NH2:1][C:2]1[CH:10]=[C:9]([CH3:11])[CH:8]=[CH:7][C:3]=1[C:4]([OH:6])=[O:5].[F:12][C:13]([F:18])([F:17])[CH2:14][CH:15]=O.C(O[BH-](OC(=O)C)OC(=O)C)(=O)C.[Na+]. Product: [CH3:11][C:9]1[CH:8]=[CH:7][C:3]([C:4]([OH:6])=[O:5])=[C:2]([NH:1][CH2:15][CH2:14][C:13]([F:18])([F:17])[F:12])[CH:10]=1. The catalyst class is: 322.